Dataset: Forward reaction prediction with 1.9M reactions from USPTO patents (1976-2016). Task: Predict the product of the given reaction. (1) Given the reactants Br[C:2]1[CH:3]=[C:4]2[C:9](=[CH:10][CH:11]=1)[N:8]=[C:7]([O:12][CH3:13])[CH:6]=[C:5]2[C:14]1[CH:19]=[CH:18][CH:17]=[C:16]([O:20][CH2:21][CH3:22])[CH:15]=1.[Cl:23][C:24]1[N:29]=[CH:28][C:27]([C:30]([C:32]2[N:33]([CH3:37])[CH:34]=[N:35][CH:36]=2)=[O:31])=[CH:26][CH:25]=1, predict the reaction product. The product is: [Cl:23][C:24]1[N:29]=[CH:28][C:27]([C:30]([C:2]2[CH:3]=[C:4]3[C:9](=[CH:10][CH:11]=2)[N:8]=[C:7]([O:12][CH3:13])[CH:6]=[C:5]3[C:14]2[CH:19]=[CH:18][CH:17]=[C:16]([O:20][CH2:21][CH3:22])[CH:15]=2)([C:32]2[N:33]([CH3:37])[CH:34]=[N:35][CH:36]=2)[OH:31])=[CH:26][CH:25]=1. (2) Given the reactants [Cl-].[Mg+2].[Cl-].[CH2:4]([O:6][C:7](=[O:12])[CH2:8][C:9]([O-:11])=O)[CH3:5].[K+].[CH3:14][O:15][C:16]([N:18]1[CH2:23][CH2:22][C@H:21](C(O)=O)[CH2:20][C@@H:19]1[CH2:27][C:28]1[CH:33]=[CH:32][C:31]([C:34]([F:37])([F:36])[F:35])=[CH:30][CH:29]=1)=[O:17], predict the reaction product. The product is: [CH2:4]([O:6][C:7](=[O:12])[CH2:8][C:9]([C@H:21]1[CH2:22][CH2:23][N:18]([C:16]([O:15][CH3:14])=[O:17])[C@@H:19]([CH2:27][C:28]2[CH:29]=[CH:30][C:31]([C:34]([F:37])([F:36])[F:35])=[CH:32][CH:33]=2)[CH2:20]1)=[O:11])[CH3:5]. (3) Given the reactants [CH2:1]([O:3][C:4](=[O:16])[C:5]1[CH:10]=[CH:9][C:8]([CH3:11])=[C:7]([C:12]([F:15])([F:14])[F:13])[CH:6]=1)[CH3:2].C1C(=O)N([Br:24])C(=O)C1.C(OOC(=O)C1C=CC=CC=1)(=O)C1C=CC=CC=1, predict the reaction product. The product is: [CH2:1]([O:3][C:4](=[O:16])[C:5]1[CH:10]=[CH:9][C:8]([CH2:11][Br:24])=[C:7]([C:12]([F:14])([F:15])[F:13])[CH:6]=1)[CH3:2]. (4) Given the reactants [CH2:1]([O:8][C:9]1[C:14]([O:15][CH3:16])=[CH:13][C:12]([C:17]([N:19]2[CH2:24][CH2:23][N:22]([C:25]3[CH:30]=[CH:29][CH:28]=[CH:27][C:26]=3[O:31][CH3:32])[CH2:21][CH2:20]2)=[O:18])=[C:11]([N+:33]([O-])=O)[CH:10]=1)[C:2]1[CH:7]=[CH:6][CH:5]=[CH:4][CH:3]=1.O.O.Cl[Sn]Cl, predict the reaction product. The product is: [NH2:33][C:11]1[CH:10]=[C:9]([O:8][CH2:1][C:2]2[CH:3]=[CH:4][CH:5]=[CH:6][CH:7]=2)[C:14]([O:15][CH3:16])=[CH:13][C:12]=1[C:17]([N:19]1[CH2:20][CH2:21][N:22]([C:25]2[CH:30]=[CH:29][CH:28]=[CH:27][C:26]=2[O:31][CH3:32])[CH2:23][CH2:24]1)=[O:18]. (5) Given the reactants O[C:2]1[C:7]([C:8]#[N:9])=[C:6]([C:10]2[CH:11]=[N:12][CH:13]=[C:14]([O:16][CH3:17])[CH:15]=2)[N:5]=[CH:4][N:3]=1.O=P(Cl)(Cl)[Cl:20], predict the reaction product. The product is: [Cl:20][C:2]1[C:7]([C:8]#[N:9])=[C:6]([C:10]2[CH:11]=[N:12][CH:13]=[C:14]([O:16][CH3:17])[CH:15]=2)[N:5]=[CH:4][N:3]=1. (6) Given the reactants [Cl:1][C:2]1[CH:18]=[C:17]([N+:19]([O-])=O)[CH:16]=[C:15]([Cl:22])[C:3]=1[O:4][CH:5]1[CH2:14][C:13]2[C:8](=[CH:9][CH:10]=[CH:11][CH:12]=2)[N:7]=[CH:6]1.[Cl-].[NH4+], predict the reaction product. The product is: [Cl:1][C:2]1[CH:18]=[C:17]([NH2:19])[CH:16]=[C:15]([Cl:22])[C:3]=1[O:4][CH:5]1[CH2:14][C:13]2[C:8](=[CH:9][CH:10]=[CH:11][CH:12]=2)[N:7]=[CH:6]1. (7) Given the reactants [Br:1][C:2]1[CH:3]=[C:4]2[C:8](=[CH:9][CH:10]=1)[NH:7][C:6](=[O:11])[C:5]2=O.[O:13]1[C:17]2[CH:18]=[CH:19][C:20]([CH2:22][CH2:23][C:24]([NH:26][C:27]3[CH:32]=[CH:31][C:30]([C:33]([NH:35][NH2:36])=[O:34])=[CH:29][CH:28]=3)=[O:25])=[CH:21][C:16]=2[O:15][CH2:14]1, predict the reaction product. The product is: [O:13]1[C:17]2[CH:18]=[CH:19][C:20]([CH2:22][CH2:23][C:24]([NH:26][C:27]3[CH:32]=[CH:31][C:30]([C:33]([NH:35][N:36]=[C:5]4[C:4]5[C:8](=[CH:9][CH:10]=[C:2]([Br:1])[CH:3]=5)[NH:7][C:6]4=[O:11])=[O:34])=[CH:29][CH:28]=3)=[O:25])=[CH:21][C:16]=2[O:15][CH2:14]1. (8) Given the reactants Cl[C:2]1[C:3]2[C:4](=[CH:18][N:19](CC3C=CC(OC)=CC=3)[N:20]=2)[N:5]=[C:6]([C:8]2[CH:13]=[CH:12][C:11]([O:14][CH3:15])=[C:10]([O:16][CH3:17])[CH:9]=2)[N:7]=1.[NH2:30][C:31]1[CH:39]=[CH:38][CH:37]=[CH:36][C:32]=1[C:33]([NH2:35])=[O:34].Cl, predict the reaction product. The product is: [CH3:17][O:16][C:10]1[CH:9]=[C:8]([C:6]2[N:7]=[C:2]([NH:30][C:31]3[CH:39]=[CH:38][CH:37]=[CH:36][C:32]=3[C:33]([NH2:35])=[O:34])[C:3]3[NH:20][N:19]=[CH:18][C:4]=3[N:5]=2)[CH:13]=[CH:12][C:11]=1[O:14][CH3:15].